This data is from Forward reaction prediction with 1.9M reactions from USPTO patents (1976-2016). The task is: Predict the product of the given reaction. (1) Given the reactants [OH:1][CH:2]([C:13]1[CH:18]=[CH:17][CH:16]=[C:15]([NH:19][CH2:20][CH2:21][CH2:22][CH2:23][CH2:24][OH:25])[CH:14]=1)[CH2:3][CH2:4][NH:5][C:6](=[O:12])[O:7][C:8]([CH3:11])([CH3:10])[CH3:9], predict the reaction product. The product is: [OH:25][CH2:24][CH2:23][CH2:22][CH2:21][CH2:20][NH:19][C:15]1[CH:14]=[C:13]([C:2](=[O:1])[CH2:3][CH2:4][NH:5][C:6](=[O:12])[O:7][C:8]([CH3:9])([CH3:10])[CH3:11])[CH:18]=[CH:17][CH:16]=1. (2) Given the reactants N[CH:2]([C:6]1[CH:11]=[CH:10][CH:9]=[CH:8][C:7]=1[Cl:12])[C:3]([OH:5])=[O:4].N([O-])=O.[Na+].[BrH:17], predict the reaction product. The product is: [Br:17][CH:2]([C:6]1[CH:11]=[CH:10][CH:9]=[CH:8][C:7]=1[Cl:12])[C:3]([OH:5])=[O:4]. (3) Given the reactants FC(F)(F)C(O)=O.[CH3:8][S:9]([C:12]1[CH:33]=[CH:32][C:15]([O:16][C:17]2[N:22]=[CH:21][N:20]=[C:19]3[N:23]([CH:26]4[CH2:31][CH2:30][NH:29][CH2:28][CH2:27]4)[N:24]=[CH:25][C:18]=23)=[CH:14][CH:13]=1)(=[O:11])=[O:10].[CH:34](=O)[C:35]1[C:36](=[CH:38][CH:39]=[CH:40][CH:41]=1)[OH:37].C(N(CC)CC)C.C(O[BH-](OC(=O)C)OC(=O)C)(=O)C.[Na+], predict the reaction product. The product is: [CH3:8][S:9]([C:12]1[CH:13]=[CH:14][C:15]([O:16][C:17]2[N:22]=[CH:21][N:20]=[C:19]3[N:23]([CH:26]4[CH2:27][CH2:28][N:29]([CH2:34][C:35]5[CH:41]=[CH:40][CH:39]=[CH:38][C:36]=5[OH:37])[CH2:30][CH2:31]4)[N:24]=[CH:25][C:18]=23)=[CH:32][CH:33]=1)(=[O:11])=[O:10]. (4) Given the reactants [NH2:1][C:2]1[CH:7]=[CH:6][C:5]([OH:8])=[C:4]([Cl:9])[CH:3]=1.[CH3:10][N:11]1[C:15]([CH3:16])=[C:14]([C:17](O)=[O:18])[C:13](=[O:20])[N:12]1[C:21]1[CH:26]=[CH:25][CH:24]=[CH:23][CH:22]=1.CCN=C=NCCCN(C)C.C1C=NC2N(O)N=NC=2C=1, predict the reaction product. The product is: [Cl:9][C:4]1[CH:3]=[C:2]([NH:1][C:17]([C:14]2[C:13](=[O:20])[N:12]([C:21]3[CH:22]=[CH:23][CH:24]=[CH:25][CH:26]=3)[N:11]([CH3:10])[C:15]=2[CH3:16])=[O:18])[CH:7]=[CH:6][C:5]=1[OH:8]. (5) The product is: [CH:33]([NH:1][CH2:2][CH2:3][S:4][C:5]1[N:6]=[CH:7][N:8]2[CH:12]=[C:11]([C:13]3[C@H:14]([CH3:27])[C@@H:15]4[C@@H:22]([C@H:23]([OH:25])[CH3:24])[C:21](=[O:26])[N:16]4[C:17]=3[C:18]([O-:20])=[O:19])[S:10][C:9]=12)=[NH:34].[Na+:28]. Given the reactants [NH2:1][CH2:2][CH2:3][S:4][C:5]1[N:6]=[CH:7][N:8]2[CH:12]=[C:11]([C:13]3[C@H:14]([CH3:27])[C@@H:15]4[C@@H:22]([C@H:23]([OH:25])[CH3:24])[C:21](=[O:26])[N:16]4[C:17]=3[C:18]([O-:20])=[O:19])[S:10][C:9]=12.[Na+:28].Cl.C(O[CH:33]=[NH:34])C.C(=O)([O-])[O-].[Na+].[Na+], predict the reaction product. (6) Given the reactants [Br:1]N1C(=O)CCC1=O.[S:9]1[CH:13]=[CH:12][CH:11]=[C:10]1[CH:14]1[CH2:19][CH2:18][N:17]([C:20]([O:22][C:23]([CH3:26])([CH3:25])[CH3:24])=[O:21])[CH2:16][CH2:15]1.C([O-])(O)=O.[Na+], predict the reaction product. The product is: [Br:1][C:13]1[S:9][C:10]([CH:14]2[CH2:15][CH2:16][N:17]([C:20]([O:22][C:23]([CH3:26])([CH3:25])[CH3:24])=[O:21])[CH2:18][CH2:19]2)=[CH:11][CH:12]=1. (7) Given the reactants [CH3:1][O:2][C:3]1[CH:8]=[CH:7][CH:6]=[C:5]([O:9][CH3:10])[C:4]=1[OH:11].[Br:12]N1C(=O)CCC1=O, predict the reaction product. The product is: [Br:12][C:7]1[CH:6]=[C:5]([O:9][CH3:10])[C:4]([OH:11])=[C:3]([O:2][CH3:1])[CH:8]=1.